The task is: Predict the reactants needed to synthesize the given product.. This data is from Full USPTO retrosynthesis dataset with 1.9M reactions from patents (1976-2016). (1) Given the product [C:14]([NH:33][C@H:34]([C@H:40]([OH:56])[CH2:41][CH2:42][CH2:43][CH2:44][CH2:45][CH2:46][CH2:47][CH2:48][CH2:49][CH2:50][CH2:51][CH2:52][CH2:53][CH2:54][CH3:55])[C:35]([O:37][CH2:38][CH3:39])=[O:36])(=[O:32])[CH2:15][CH2:16][CH2:17][CH2:18][CH2:19][CH2:20][CH2:21][CH2:22][CH2:23][CH2:24][CH2:25][CH2:26][CH2:27][CH2:28][CH2:29][CH2:30][CH3:31], predict the reactants needed to synthesize it. The reactants are: C(Cl)Cl.C(N(CC)CC)C.C(O)=O.[C:14]([NH:33][CH:34]([C:40](=[O:56])[CH2:41][CH2:42][CH2:43][CH2:44][CH2:45][CH2:46][CH2:47][CH2:48][CH2:49][CH2:50][CH2:51][CH2:52][CH2:53][CH2:54][CH3:55])[C:35]([O:37][CH2:38][CH3:39])=[O:36])(=[O:32])[CH2:15][CH2:16][CH2:17][CH2:18][CH2:19][CH2:20][CH2:21][CH2:22][CH2:23][CH2:24][CH2:25][CH2:26][CH2:27][CH2:28][CH2:29][CH2:30][CH3:31]. (2) Given the product [C:1]([O:5][C:6]([N:8]1[CH2:26][CH2:25][N:11]2[C:12](=[O:24])[C:13]3[C:18]([C@@H:10]2[CH2:9]1)=[CH:17][C:16]([C:32]1[O:33][CH:34]=[CH:35][CH:36]=1)=[CH:15][C:14]=3[C:20]([F:23])([F:22])[F:21])=[O:7])([CH3:4])([CH3:3])[CH3:2], predict the reactants needed to synthesize it. The reactants are: [C:1]([O:5][C:6]([N:8]1[CH2:26][CH2:25][N:11]2[C:12](=[O:24])[C:13]3[C:18]([C@@H:10]2[CH2:9]1)=[CH:17][C:16](Br)=[CH:15][C:14]=3[C:20]([F:23])([F:22])[F:21])=[O:7])([CH3:4])([CH3:3])[CH3:2].C([Sn](CCCC)(CCCC)[C:32]1[O:33][CH:34]=[CH:35][CH:36]=1)CCC. (3) Given the product [F:26][C:2]1([F:1])[CH2:7][CH2:6][CH:5]([CH2:8][NH:9][C:10]([C:12]2[CH:13]=[C:14]([CH2:22][CH2:23][OH:24])[N:15]3[C:20]=2[C:19]([Cl:21])=[CH:18][CH:17]=[CH:16]3)=[O:11])[CH2:4][CH2:3]1, predict the reactants needed to synthesize it. The reactants are: [F:1][C:2]1([F:26])[CH2:7][CH2:6][CH:5]([CH2:8][NH:9][C:10]([C:12]2[CH:13]=[C:14]([CH2:22][CH2:23][O:24]C)[N:15]3[C:20]=2[C:19]([Cl:21])=[CH:18][CH:17]=[CH:16]3)=[O:11])[CH2:4][CH2:3]1.Cl.[NH+]1C=CC=CC=1. (4) Given the product [Cl:1][C:2]1[C:11]2[C:6](=[CH:7][CH:8]=[C:9]([S:12]([C:13]([CH3:16])([CH3:15])[CH3:14])(=[O:18])=[O:17])[CH:10]=2)[N:5]=[CH:4][CH:3]=1, predict the reactants needed to synthesize it. The reactants are: [Cl:1][C:2]1[C:11]2[C:6](=[CH:7][CH:8]=[C:9]([S:12][C:13]([CH3:16])([CH3:15])[CH3:14])[CH:10]=2)[N:5]=[CH:4][CH:3]=1.[OH2:17].[OH:18]OS([O-])=O.[K+]. (5) Given the product [O:15]([CH2:22][CH2:23][N:24]1[CH:28]=[C:27](/[CH:29]=[CH:5]/[C:3]([O:2][CH3:1])=[O:4])[CH:26]=[N:25]1)[C:16]1[CH:21]=[CH:20][CH:19]=[CH:18][CH:17]=1, predict the reactants needed to synthesize it. The reactants are: [CH3:1][O:2][C:3]([CH2:5]P(OC)(OC)=O)=[O:4].C[O-].[Na+].[O:15]([CH2:22][CH2:23][N:24]1[CH:28]=[C:27]([CH:29]=O)[CH:26]=[N:25]1)[C:16]1[CH:21]=[CH:20][CH:19]=[CH:18][CH:17]=1. (6) Given the product [F:1][C:2]1[CH:3]=[C:4]([CH:7]=[CH:8][C:9]=1[C:10]1[S:11][C:12]2[C:17]([N:18]=1)=[CH:16][CH:15]=[C:14]([C:19]1([C:22]3[CH:23]=[CH:24][CH:25]=[CH:26][CH:27]=3)[CH2:20][CH2:21]1)[N:13]=2)[CH2:5][NH:29][C:30]1([C:33]([O:35][CH3:36])=[O:34])[CH2:32][CH2:31]1, predict the reactants needed to synthesize it. The reactants are: [F:1][C:2]1[CH:3]=[C:4]([CH:7]=[CH:8][C:9]=1[C:10]1[S:11][C:12]2[C:17]([N:18]=1)=[CH:16][CH:15]=[C:14]([C:19]1([C:22]3[CH:27]=[CH:26][CH:25]=[CH:24][CH:23]=3)[CH2:21][CH2:20]1)[N:13]=2)[CH:5]=O.Cl.[NH2:29][C:30]1([C:33]([O:35][CH3:36])=[O:34])[CH2:32][CH2:31]1. (7) Given the product [CH3:17][O:5][C:4](=[O:6])[C:3]1[CH:7]=[CH:8][CH:9]=[C:10]([CH3:11])[C:2]=1[NH2:1], predict the reactants needed to synthesize it. The reactants are: [NH2:1][C:2]1[C:10]([CH3:11])=[CH:9][CH:8]=[CH:7][C:3]=1[C:4]([OH:6])=[O:5].S(=O)(=O)(O)O.[CH3:17]O. (8) Given the product [Br:1][C:2]1[CH:3]=[C:4]([CH3:11])[C:5]([N:18]2[CH:22]=[N:21][CH:20]=[N:19]2)=[C:6]([CH:9]=1)[C:7]#[N:8], predict the reactants needed to synthesize it. The reactants are: [Br:1][C:2]1[CH:3]=[C:4]([CH3:11])[C:5](F)=[C:6]([CH:9]=1)[C:7]#[N:8].C([O-])([O-])=O.[K+].[K+].[NH:18]1[CH:22]=[N:21][CH:20]=[N:19]1. (9) Given the product [C:1]([C:4]1[C:12]2[C:7](=[CH:8][C:9]([C:13]([NH:46][S:43]([C:37]3[CH:42]=[CH:41][CH:40]=[CH:39][CH:38]=3)(=[O:45])=[O:44])=[O:14])=[CH:10][CH:11]=2)[N:6]([CH2:16][C:17]([N:19]2[CH2:23][C@H:22]([F:24])[CH2:21][C@H:20]2[C:25](=[O:36])[NH:26][CH2:27][C:28]2[CH:33]=[CH:32][CH:31]=[C:30]([Cl:34])[C:29]=2[F:35])=[O:18])[CH:5]=1)(=[O:3])[CH3:2], predict the reactants needed to synthesize it. The reactants are: [C:1]([C:4]1[C:12]2[C:7](=[CH:8][C:9]([C:13](O)=[O:14])=[CH:10][CH:11]=2)[N:6]([CH2:16][C:17]([N:19]2[CH2:23][C@H:22]([F:24])[CH2:21][C@H:20]2[C:25](=[O:36])[NH:26][CH2:27][C:28]2[CH:33]=[CH:32][CH:31]=[C:30]([Cl:34])[C:29]=2[F:35])=[O:18])[CH:5]=1)(=[O:3])[CH3:2].[C:37]1([S:43]([NH2:46])(=[O:45])=[O:44])[CH:42]=[CH:41][CH:40]=[CH:39][CH:38]=1.CN(C(ON1N=NC2C=CC=NC1=2)=[N+](C)C)C.F[P-](F)(F)(F)(F)F.